Dataset: Catalyst prediction with 721,799 reactions and 888 catalyst types from USPTO. Task: Predict which catalyst facilitates the given reaction. (1) Reactant: [F:1][C:2]([F:24])([F:23])[C:3]1[CH:4]=[C:5]([C:13]2[N:17]=[CH:16][N:15](/[CH:18]=[CH:19]\[C:20](O)=[O:21])[N:14]=2)[CH:6]=[C:7]([C:9]([F:12])([F:11])[F:10])[CH:8]=1.CCN=C=NCCCN(C)C.Cl.Cl.[F:38][C:39]1([F:45])[CH2:44][CH2:43][CH2:42][NH:41][CH2:40]1.CCN(C(C)C)C(C)C.C1C=CC2N(O)N=NC=2C=1. Product: [F:11][C:9]([F:10])([F:12])[C:7]1[CH:6]=[C:5]([C:13]2[N:17]=[CH:16][N:15](/[CH:18]=[CH:19]\[C:20]([N:41]3[CH2:42][CH2:43][CH2:44][C:39]([F:45])([F:38])[CH2:40]3)=[O:21])[N:14]=2)[CH:4]=[C:3]([C:2]([F:1])([F:23])[F:24])[CH:8]=1. The catalyst class is: 2. (2) Reactant: [NH2:1][CH2:2][CH2:3][CH2:4][O:5][C:6]1[CH:35]=[CH:34][C:9]([C:10]([N:12]2[C:21]3[C:16](=[CH:17][CH:18]=[CH:19][CH:20]=3)[C@H:15]([N:22]([C:26]3[CH:31]=[CH:30][C:29]([Cl:32])=[CH:28][CH:27]=3)[C:23](=[O:25])[CH3:24])[CH2:14][C@@H:13]2[CH3:33])=[O:11])=[CH:8][CH:7]=1.Br[CH2:37][C:38]([O:40]CC)=[O:39].C(=O)([O-])[O-].[K+].[K+]. Product: [C:23]([N:22]([C:26]1[CH:31]=[CH:30][C:29]([Cl:32])=[CH:28][CH:27]=1)[C@H:15]1[C:16]2[C:21](=[CH:20][CH:19]=[CH:18][CH:17]=2)[N:12]([C:10]([C:9]2[CH:8]=[CH:7][C:6]([O:5][CH2:4][CH2:3][CH2:2][NH:1][CH2:37][C:38]([OH:40])=[O:39])=[CH:35][CH:34]=2)=[O:11])[C@@H:13]([CH3:33])[CH2:14]1)(=[O:25])[CH3:24]. The catalyst class is: 9. (3) Reactant: [NH2:1][C:2]1[N:3]=[CH:4][C:5]([C:15]2[CH:20]=[CH:19][C:18]([OH:21])=[CH:17][CH:16]=2)=[N:6][C:7]=1[CH2:8][C:9]1[CH:14]=[CH:13][CH:12]=[CH:11][CH:10]=1.O=[C:23]([CH2:27][CH2:28][CH3:29])[C:24]([OH:26])=[O:25]. Product: [CH2:8]([C:7]1[C:2]([NH:1][CH:23]([CH2:27][CH2:28][CH3:29])[C:24]([OH:26])=[O:25])=[N:3][CH:4]=[C:5]([C:15]2[CH:16]=[CH:17][C:18]([OH:21])=[CH:19][CH:20]=2)[N:6]=1)[C:9]1[CH:10]=[CH:11][CH:12]=[CH:13][CH:14]=1. The catalyst class is: 29. (4) Reactant: C[O:2][C:3]([C:5]1([C:8]2[CH:13]=[CH:12][C:11]([C:14]3[CH:19]=[CH:18][CH:17]=[C:16]([N:20]4[C:24]([NH:25][C:26]([O:28][C@@H:29]([C:31]5[CH:36]=[CH:35][CH:34]=[CH:33][CH:32]=5)[CH3:30])=[O:27])=[C:23]([CH3:37])[N:22]=[N:21]4)[CH:15]=3)=[CH:10][CH:9]=2)[CH2:7][CH2:6]1)=[O:4].C1COCC1.[OH-].[Na+]. Product: [CH3:37][C:23]1[N:22]=[N:21][N:20]([C:16]2[CH:15]=[C:14]([C:11]3[CH:12]=[CH:13][C:8]([C:5]4([C:3]([OH:4])=[O:2])[CH2:7][CH2:6]4)=[CH:9][CH:10]=3)[CH:19]=[CH:18][CH:17]=2)[C:24]=1[NH:25][C:26]([O:28][C@@H:29]([C:31]1[CH:32]=[CH:33][CH:34]=[CH:35][CH:36]=1)[CH3:30])=[O:27]. The catalyst class is: 6.